From a dataset of Forward reaction prediction with 1.9M reactions from USPTO patents (1976-2016). Predict the product of the given reaction. (1) Given the reactants [Cl:1][C:2]1[CH:7]=[CH:6][C:5]([C:8]2[S:9][CH:10]=[C:11]([CH2:13][CH2:14][NH2:15])[N:12]=2)=[CH:4][CH:3]=1.[F:16][C:17]([F:33])([F:32])[C:18]1[O:22][N:21]=[C:20]([C:23]2[CH:24]=[C:25]([CH:29]=[CH:30][CH:31]=2)[C:26](O)=[O:27])[N:19]=1, predict the reaction product. The product is: [Cl:1][C:2]1[CH:3]=[CH:4][C:5]([C:8]2[S:9][CH:10]=[C:11]([CH2:13][CH2:14][NH:15][C:26](=[O:27])[C:25]3[CH:29]=[CH:30][CH:31]=[C:23]([C:20]4[N:19]=[C:18]([C:17]([F:33])([F:32])[F:16])[O:22][N:21]=4)[CH:24]=3)[N:12]=2)=[CH:6][CH:7]=1. (2) Given the reactants [CH3:1][O:2][C:3]1[CH:15]=[CH:14][C:6]([CH2:7][N:8]2[CH2:13][CH2:12][NH:11][CH2:10][CH2:9]2)=[CH:5][CH:4]=1.C(N(CC)CC)C.[OH:23][C:24]12[C:35]3[C:30](=[CH:31][C:32](F)=[CH:33][CH:34]=3)[C:29](=[O:37])[C:28]1([OH:38])[C:27]1[CH:39]=[CH:40][C:41]([CH:43]([CH3:45])[CH3:44])=[CH:42][C:26]=1[O:25]2, predict the reaction product. The product is: [OH:23][C:24]12[C:35]3[C:30](=[CH:31][C:32]([N:11]4[CH2:12][CH2:13][N:8]([CH2:7][C:6]5[CH:5]=[CH:4][C:3]([O:2][CH3:1])=[CH:15][CH:14]=5)[CH2:9][CH2:10]4)=[CH:33][CH:34]=3)[C:29](=[O:37])[C:28]1([OH:38])[C:27]1[CH:39]=[CH:40][C:41]([CH:43]([CH3:45])[CH3:44])=[CH:42][C:26]=1[O:25]2. (3) Given the reactants [NH2:1][C@H:2]([C:5]([OH:7])=[O:6])[CH2:3]O.CC1N=CC(COP(O)(O)=O)=C(C=O)C=1O.[NH:24]1[C:32]2[CH:31]=[CH:30][CH:29]=[C:28]([CH2:33][OH:34])[C:27]=2[CH:26]=[CH:25]1.N1C2C(=CC=CC=2)C=C1, predict the reaction product. The product is: [OH:34][CH2:33][C:28]1[CH:29]=[CH:30][CH:31]=[C:32]2[C:27]=1[C:26]([CH2:3][C@@H:2]([C:5]([OH:7])=[O:6])[NH2:1])=[CH:25][NH:24]2. (4) Given the reactants [NH2:1][C:2]1[CH:3]=[C:4]([CH:10]=[CH:11][CH:12]=1)[C:5]([O:7][CH2:8][CH3:9])=[O:6].[F:13][C:14]1[CH:22]=[CH:21][C:20]([F:23])=[CH:19][C:15]=1[C:16](Cl)=[O:17], predict the reaction product. The product is: [F:13][C:14]1[CH:22]=[CH:21][C:20]([F:23])=[CH:19][C:15]=1[C:16]([NH:1][C:2]1[CH:3]=[C:4]([CH:10]=[CH:11][CH:12]=1)[C:5]([O:7][CH2:8][CH3:9])=[O:6])=[O:17]. (5) Given the reactants CC(C)([O-])C.[Na+].Cl[C:8]1[C:13]([CH2:14][NH:15][CH2:16][CH:17]([C:19]2[S:20][CH:21]=[C:22]([CH3:24])[N:23]=2)[OH:18])=[C:12]([CH3:25])[CH:11]=[C:10]([Cl:26])[N:9]=1, predict the reaction product. The product is: [NH3:9].[Cl:26][C:10]1[CH:11]=[C:12]([CH3:25])[C:13]2[CH2:14][NH:15][CH2:16][CH:17]([C:19]3[S:20][CH:21]=[C:22]([CH3:24])[N:23]=3)[O:18][C:8]=2[N:9]=1. (6) Given the reactants [Cl:1][C:2]1[C:3]([F:17])=[C:4]([CH:8]=[C:9]([S:11]([NH:14][CH2:15][CH3:16])(=[O:13])=[O:12])[CH:10]=1)[C:5]([OH:7])=O.[CH2:18](Cl)CCl.C1C=C[C:25]2N(O)[N:29]=[N:28][C:26]=2[CH:27]=1.CC([C:36]1[S:40][C:39](N)=[N:38]N=1)(C)C, predict the reaction product. The product is: [Cl:1][C:2]1[C:3]([F:17])=[C:4]([CH:8]=[C:9]([S:11]([NH:14][CH2:15][CH3:16])(=[O:13])=[O:12])[CH:10]=1)[C:5]([NH:38][CH:39]1[N:28]([C:26]([CH3:25])([CH3:27])[CH3:18])[N:29]=[CH:36][S:40]1)=[O:7]. (7) Given the reactants [CH3:1][C:2]1[C:11]([C:12]2[S:13][C:14]([C:23]3[N:27]=[CH:26][N:25]([CH:28]4[CH2:33][CH2:32][CH2:31][CH2:30][O:29]4)[N:24]=3)=[C:15]([C:17]3[CH:22]=[CH:21][CH:20]=[CH:19][CH:18]=3)[N:16]=2)=[C:5]2[CH:6]=[C:7]([OH:10])[CH:8]=[CH:9][N:4]2[N:3]=1.[F:34][C:35]([F:48])([F:47])[S:36](O[S:36]([C:35]([F:48])([F:47])[F:34])(=[O:38])=[O:37])(=[O:38])=[O:37].O.CCOC(C)=O, predict the reaction product. The product is: [F:34][C:35]([F:48])([F:47])[S:36]([O:10][C:7]1[CH:8]=[CH:9][N:4]2[N:3]=[C:2]([CH3:1])[C:11]([C:12]3[S:13][C:14]([C:23]4[N:27]=[CH:26][N:25]([CH:28]5[CH2:33][CH2:32][CH2:31][CH2:30][O:29]5)[N:24]=4)=[C:15]([C:17]4[CH:22]=[CH:21][CH:20]=[CH:19][CH:18]=4)[N:16]=3)=[C:5]2[CH:6]=1)(=[O:38])=[O:37].